This data is from Full USPTO retrosynthesis dataset with 1.9M reactions from patents (1976-2016). The task is: Predict the reactants needed to synthesize the given product. (1) Given the product [Cl:4][C:5]1[CH:6]=[C:7]([N:22]2[CH:26]=[N:25][C:24]([C:27]([N:29]([O:44][CH2:1][CH3:2])[CH2:30][C:31]3[CH:32]=[CH:33][C:34]([O:37][C:38]4[CH:39]=[CH:40][CH:41]=[CH:42][CH:43]=4)=[CH:35][CH:36]=3)=[O:28])=[N:23]2)[CH:8]=[C:9]([Cl:21])[C:10]=1[OH:11], predict the reactants needed to synthesize it. The reactants are: [CH2:1](I)[CH3:2].[Cl:4][C:5]1[CH:6]=[C:7]([N:22]2[CH:26]=[N:25][C:24]([C:27]([N:29]([OH:44])[CH2:30][C:31]3[CH:36]=[CH:35][C:34]([O:37][C:38]4[CH:43]=[CH:42][CH:41]=[CH:40][CH:39]=4)=[CH:33][CH:32]=3)=[O:28])=[N:23]2)[CH:8]=[C:9]([Cl:21])[C:10]=1[O:11]CC1C=CC(OC)=CC=1.C[Si](C)(C)[N-][Si](C)(C)C.[Na+].O. (2) Given the product [CH:38]([O:42][C:5]1[N:10]=[C:9]([O:11][C:12]2[CH:13]=[N:14][CH:15]=[CH:16][CH:17]=2)[C:8]([C:18]2[CH:23]=[CH:22][C:21]([Cl:24])=[CH:20][CH:19]=2)=[C:7]([C:25]2[CH:30]=[CH:29][C:28]([Cl:31])=[CH:27][C:26]=2[Cl:32])[N:6]=1)([CH2:40][CH3:41])[CH3:39], predict the reactants needed to synthesize it. The reactants are: CS([C:5]1[N:10]=[C:9]([O:11][C:12]2[CH:13]=[N:14][CH:15]=[CH:16][CH:17]=2)[C:8]([C:18]2[CH:23]=[CH:22][C:21]([Cl:24])=[CH:20][CH:19]=2)=[C:7]([C:25]2[CH:30]=[CH:29][C:28]([Cl:31])=[CH:27][C:26]=2[Cl:32])[N:6]=1)(=O)=O.C([Li])CCC.[CH:38]([OH:42])([CH2:40][CH3:41])[CH3:39].